Dataset: Reaction yield outcomes from USPTO patents with 853,638 reactions. Task: Predict the reaction yield, written as a fraction of the theoretical maximum amount of product (1.0 means a 100% yield; for example, 0.34 means a 34% yield). (1) The reactants are Br[C:2]1[CH:3]=[C:4]([C:15]([O:17]C)=[O:16])[C:5]2[C:6]([CH3:14])=[CH:7][N:8]([CH:11]([CH3:13])[CH3:12])[C:9]=2[CH:10]=1.[CH3:19][O-:20].[Na+].CO.Cl. The catalyst is O.CCOC(C)=O.[Cu]I.CN1C(=O)CCC1. The product is [CH3:14][C:6]1[C:5]2[C:4]([C:15]([OH:17])=[O:16])=[CH:3][C:2]([O:20][CH3:19])=[CH:10][C:9]=2[N:8]([CH:11]([CH3:12])[CH3:13])[CH:7]=1. The yield is 0.800. (2) The reactants are N[C:2]([C:7]1[CH:12]=[CH:11][CH:10]=[C:9]([Br:13])[CH:8]=1)([CH3:6])[C:3]([OH:5])=[O:4].O1CCOCC1.[CH3:20][C:21]([O:24][C:25](O[C:25]([O:24][C:21]([CH3:23])([CH3:22])[CH3:20])=[O:26])=[O:26])([CH3:23])[CH3:22]. The catalyst is [OH-].[K+]. The product is [Br:13][C:9]1[CH:8]=[C:7]([C:2]([C:25]([O:24][C:21]([CH3:23])([CH3:22])[CH3:20])=[O:26])([CH3:6])[C:3]([OH:5])=[O:4])[CH:12]=[CH:11][CH:10]=1. The yield is 0.790. (3) The reactants are Cl[C:2]1[C:11]([C:12]([F:15])([F:14])[F:13])=[N:10][C:9]2[C:4](=[CH:5][CH:6]=[C:7]([O:16][CH3:17])[CH:8]=2)[N:3]=1.[C:18]([C:21]1[CH:26]=[CH:25][C:24](B(O)O)=[C:23]([F:30])[CH:22]=1)([OH:20])=[O:19]. No catalyst specified. The product is [F:30][C:23]1[CH:22]=[C:21]([CH:26]=[CH:25][C:24]=1[C:2]1[C:11]([C:12]([F:15])([F:14])[F:13])=[N:10][C:9]2[C:4](=[CH:5][CH:6]=[C:7]([O:16][CH3:17])[CH:8]=2)[N:3]=1)[C:18]([OH:20])=[O:19]. The yield is 0.190. (4) The reactants are Cl[C:2]1[C:11]2[C:6](=[CH:7][C:8]([O:14][CH2:15][CH2:16][CH2:17][N:18]3[CH2:23][CH2:22][CH2:21][CH2:20][CH2:19]3)=[C:9]([O:12][CH3:13])[CH:10]=2)[N:5]=[CH:4][N:3]=1.C(=O)([O-])[O-].[K+].[K+].[CH3:30][C:31]1[C:39]2[C:34](=[CH:35][CH:36]=[C:37]([OH:40])[CH:38]=2)[NH:33][CH:32]=1. The catalyst is CC(N(C)C)=O. The product is [CH3:13][O:12][C:9]1[CH:10]=[C:11]2[C:6](=[CH:7][C:8]=1[O:14][CH2:15][CH2:16][CH2:17][N:18]1[CH2:23][CH2:22][CH2:21][CH2:20][CH2:19]1)[N:5]=[CH:4][N:3]=[C:2]2[O:40][C:37]1[CH:38]=[C:39]2[C:34](=[CH:35][CH:36]=1)[NH:33][CH:32]=[C:31]2[CH3:30]. The yield is 0.690. (5) The catalyst is ClCCl. The reactants are [F:1][C:2]([F:24])([F:23])[C:3]1[CH:4]=[C:5]([N:13]2[CH2:17][CH2:16][CH:15]([S:18][CH2:19][C:20]([OH:22])=[O:21])[CH2:14]2)[CH:6]=[C:7]([C:9]([F:12])([F:11])[F:10])[CH:8]=1.ClC1C=CC=C(C(OO)=[O:33])C=1. The yield is 0.900. The product is [F:24][C:2]([F:1])([F:23])[C:3]1[CH:4]=[C:5]([N:13]2[CH2:17][CH2:16][CH:15]([S:18]([CH2:19][C:20]([OH:22])=[O:21])=[O:33])[CH2:14]2)[CH:6]=[C:7]([C:9]([F:11])([F:10])[F:12])[CH:8]=1. (6) The reactants are [CH3:1][N:2]1[C:6]2=[N:7][C:8]([S:11][CH3:12])=[N:9][CH:10]=[C:5]2[C:4](=O)[NH:3]1.P(Cl)(Cl)([Cl:16])=O.[OH-].[NH4+]. No catalyst specified. The product is [Cl:16][C:4]1[C:5]2[C:6](=[N:7][C:8]([S:11][CH3:12])=[N:9][CH:10]=2)[N:2]([CH3:1])[N:3]=1. The yield is 0.610. (7) The reactants are Cl[C:2]1[N:7]=[CH:6][C:5]2[N:8]=[C:9]([C:11]([F:14])([F:13])[F:12])[S:10][C:4]=2[CH:3]=1.[C:15]([NH:22][OH:23])([O:17][C:18]([CH3:21])([CH3:20])[CH3:19])=[O:16].[OH-].[K+].[Cl-].[NH4+]. The catalyst is CS(C)=O. The product is [F:12][C:11]([F:14])([F:13])[C:9]1[S:10][C:4]2[CH:3]=[C:2]([O:23][NH:22][C:15](=[O:16])[O:17][C:18]([CH3:21])([CH3:20])[CH3:19])[N:7]=[CH:6][C:5]=2[N:8]=1. The yield is 0.650.